From a dataset of Forward reaction prediction with 1.9M reactions from USPTO patents (1976-2016). Predict the product of the given reaction. Given the reactants [CH2:1]([N:3]1[CH2:8][CH2:7][C:6](=[N:9]O)[C:5]([F:12])([F:11])[CH2:4]1)[CH3:2].[AlH4-].[Li+], predict the reaction product. The product is: [CH2:1]([N:3]1[CH2:8][CH2:7][CH:6]([NH2:9])[C:5]([F:12])([F:11])[CH2:4]1)[CH3:2].